Dataset: Forward reaction prediction with 1.9M reactions from USPTO patents (1976-2016). Task: Predict the product of the given reaction. Given the reactants [N:1]1[CH:6]=[CH:5][CH:4]=[N:3][C:2]=1[NH2:7].O=[CH:9][C:10]1[CH:18]=[CH:17][C:15]([OH:16])=[C:12]([O:13][CH3:14])[CH:11]=1.[N+:19]([CH2:21][C:22]1[CH:31]=[CH:30][C:25]2[O:26][CH2:27][CH2:28][O:29][C:24]=2[CH:23]=1)#[C-:20], predict the reaction product. The product is: [O:26]1[CH2:27][CH2:28][O:29][C:24]2[CH:23]=[C:22]([CH2:21][NH:19][C:20]3[N:1]4[CH:6]=[CH:5][CH:4]=[N:3][C:2]4=[N:7][C:9]=3[C:10]3[CH:18]=[CH:17][C:15]([OH:16])=[C:12]([O:13][CH3:14])[CH:11]=3)[CH:31]=[CH:30][C:25]1=2.